Dataset: Full USPTO retrosynthesis dataset with 1.9M reactions from patents (1976-2016). Task: Predict the reactants needed to synthesize the given product. (1) Given the product [Cl:11][C:12]1[CH:13]=[CH:14][C:15]2[NH:21][C:20]3[CH:23]=[CH:24][CH:25]=[CH:26][C:19]=3[C:7]([C:6]3[CH:9]=[CH:10][C:3]([F:2])=[CH:4][CH:5]=3)=[N:17][C:16]=2[CH:27]=1, predict the reactants needed to synthesize it. The reactants are: [Cl-].[F:2][C:3]1[CH:10]=[CH:9][C:6]([CH2:7][Zn+])=[CH:5][CH:4]=1.[Cl:11][C:12]1[CH:13]=[CH:14][C:15]2[N:21](Cl)[C:20]3[CH:23]=[CH:24][CH:25]=[CH:26][C:19]=3C=[N:17][C:16]=2[CH:27]=1. (2) Given the product [F:25][C:2]([F:24])([F:1])[C:3]([C:9]1[CH:10]=[CH:11][C:12]([C:27]2[CH:28]=[CH:29][C:30]([O:31][CH:32]3[CH2:33][CH2:34][N:35]([C:38]([O:40][C:41]([CH3:44])([CH3:43])[CH3:42])=[O:39])[CH2:36][CH2:37]3)=[CH:45][CH:46]=2)=[CH:13][CH:14]=1)([OH:8])[C:4]([F:7])([F:6])[F:5], predict the reactants needed to synthesize it. The reactants are: [F:1][C:2]([F:25])([F:24])[C:3]([C:9]1[CH:14]=[CH:13][C:12](B2OC(C)(C)C(C)(C)O2)=[CH:11][CH:10]=1)([OH:8])[C:4]([F:7])([F:6])[F:5].Br[C:27]1[CH:46]=[CH:45][C:30]([O:31][CH:32]2[CH2:37][CH2:36][N:35]([C:38]([O:40][C:41]([CH3:44])([CH3:43])[CH3:42])=[O:39])[CH2:34][CH2:33]2)=[CH:29][CH:28]=1.P([O-])([O-])([O-])=O.[K+].[K+].[K+].C1(P(C2CCCCC2)C2C=CC=CC=2C2C=CC=CC=2)CCCCC1. (3) Given the product [CH:1]1([C@@H:4]([C:11]2[CH:16]=[CH:15][C:14]3[O:21][CH2:20][CH:19]([C:22]4[CH:27]=[CH:26][C:25]([C:28]5[CH:33]=[C:32]([O:34][CH3:35])[CH:31]=[CH:30][C:29]=5[F:36])=[CH:24][N:23]=4)[O:18][C:13]=3[CH:12]=2)[C@H:5]([CH3:10])[C:6]([O:8][CH3:9])=[O:7])[CH2:3][CH2:2]1, predict the reactants needed to synthesize it. The reactants are: [CH:1]1([C@@H:4]([C:11]2[CH:16]=[CH:15][C:14](I)=[C:13]([O:18][CH:19]([C:22]3[CH:27]=[CH:26][C:25]([C:28]4[CH:33]=[C:32]([O:34][CH3:35])[CH:31]=[CH:30][C:29]=4[F:36])=[CH:24][N:23]=3)[CH2:20][OH:21])[CH:12]=2)[C@H:5]([CH3:10])[C:6]([O:8][CH3:9])=[O:7])[CH2:3][CH2:2]1.C([O-])([O-])=O.[Cs+].[Cs+]. (4) Given the product [C:11]([O:10][C:8](=[O:9])[CH2:7][N:6]1[C:5]2[CH:15]=[CH:16][CH:17]=[CH:18][C:4]=2[N:3]=[C:2]1[S:1][CH2:39][CH2:38][CH2:37][NH:36][C:35]([O:34][C:30]([CH3:31])([CH3:33])[CH3:32])=[O:41])([CH3:13])([CH3:14])[CH3:12], predict the reactants needed to synthesize it. The reactants are: [SH:1][C:2]1[N:6]([CH2:7][C:8]([O:10][C:11]([CH3:14])([CH3:13])[CH3:12])=[O:9])[C:5]2[CH:15]=[CH:16][CH:17]=[CH:18][C:4]=2[N:3]=1.C1CCN2C(=NCCC2)CC1.[C:30]([O:34][C:35](=[O:41])[NH:36][CH2:37][CH2:38][CH2:39]Br)([CH3:33])([CH3:32])[CH3:31].CCN(C(C)C)C(C)C.C1C=CC(C(Cl)(C2C(Cl)=CC=CC=2)C2C=CC=CC=2)=CC=1. (5) Given the product [CH3:1][CH2:2][CH:3]([N:7]1[CH:11]=[C:10]([C:12]2[C:13]3[CH:20]=[CH:19][NH:18][C:14]=3[N:15]=[CH:16][N:17]=2)[CH:9]=[N:8]1)[CH2:4][CH2:5][CH3:6], predict the reactants needed to synthesize it. The reactants are: [CH3:1][CH2:2][CH:3]([N:7]1[CH:11]=[C:10]([C:12]2[C:13]3[CH:20]=[CH:19][N:18](S(C4C=CC(C)=CC=4)(=O)=O)[C:14]=3[N:15]=[CH:16][N:17]=2)[CH:9]=[N:8]1)[CH2:4][CH2:5][CH3:6].[OH-].[Na+].